Dataset: Reaction yield outcomes from USPTO patents with 853,638 reactions. Task: Predict the reaction yield, written as a fraction of the theoretical maximum amount of product (1.0 means a 100% yield; for example, 0.34 means a 34% yield). The reactants are ClC(OC(Cl)C)=O.[CH3:8][O:9][C:10]1[C:28]([O:29][CH3:30])=[CH:27][CH:26]=[C:25]2[C:11]=1[C:12](=[O:31])[O:13][C:14]12[C:23]2[C:18](=[CH:19][CH:20]=[CH:21][CH:22]=2)[CH2:17][N:16](C)[CH2:15]1. The catalyst is ClCCCl. The product is [CH3:8][O:9][C:10]1[C:28]([O:29][CH3:30])=[CH:27][CH:26]=[C:25]2[C:11]=1[C:12](=[O:31])[O:13][C:14]12[C:23]2[C:18](=[CH:19][CH:20]=[CH:21][CH:22]=2)[CH2:17][NH:16][CH2:15]1. The yield is 1.00.